From a dataset of Cav3 T-type calcium channel HTS with 100,875 compounds. Binary Classification. Given a drug SMILES string, predict its activity (active/inactive) in a high-throughput screening assay against a specified biological target. The compound is O=C(N1CCN(CC1)c1n(C(C)C)c2c(n1)cccc2)Nc1ccccc1. The result is 0 (inactive).